Dataset: Catalyst prediction with 721,799 reactions and 888 catalyst types from USPTO. Task: Predict which catalyst facilitates the given reaction. Reactant: [CH:1]([NH:4][C:5]1[S:6][CH:7]=[C:8]([C:10]2[CH:19]=[C:18]([OH:20])[C:17]3[C:12](=[CH:13][C:14]([OH:21])=[CH:15][CH:16]=3)[N:11]=2)[N:9]=1)([CH3:3])[CH3:2].[CH3:22][CH:23]([Si:25](Cl)([CH:29]([CH3:31])[CH3:30])[CH:26]([CH3:28])[CH3:27])[CH3:24].N1C=CN=C1. Product: [CH:1]([NH:4][C:5]1[S:6][CH:7]=[C:8]([C:10]2[CH:19]=[C:18]([OH:20])[C:17]3[C:12](=[CH:13][C:14]([O:21][Si:25]([CH:29]([CH3:31])[CH3:30])([CH:26]([CH3:28])[CH3:27])[CH:23]([CH3:24])[CH3:22])=[CH:15][CH:16]=3)[N:11]=2)[N:9]=1)([CH3:3])[CH3:2]. The catalyst class is: 3.